From a dataset of Catalyst prediction with 721,799 reactions and 888 catalyst types from USPTO. Predict which catalyst facilitates the given reaction. (1) Reactant: [C:1]([O:5][CH3:6])(=[O:4])[CH:2]=[CH2:3].[F:7][C:8]([F:19])([F:18])[C:9]([C:14]([F:17])([F:16])[F:15])([OH:13])[CH2:10]C=C. Product: [F:7][C:8]([F:18])([F:19])[C:9]([OH:13])([C:14]([F:16])([F:15])[F:17])[CH2:10]/[CH:3]=[CH:2]/[C:1]([O:5][CH3:6])=[O:4]. The catalyst class is: 4. (2) Reactant: [CH:1]([N:14]1[C:26]2[CH:25]=[C:24]([C:27]([O:29][CH3:30])=[O:28])[CH:23]=[CH:22][C:21]=2[C:20]2[C:15]1=[CH:16][C:17]([C:33]1[C:34]([CH3:39])=[N:35][O:36][C:37]=1[CH3:38])=[CH:18][C:19]=2[C:31]#[N:32])([C:8]1[CH:13]=[CH:12][CH:11]=[CH:10][CH:9]=1)[C:2]1[CH:7]=[CH:6][CH:5]=[CH:4][CH:3]=1.C([O-])([O-])=[O:41].[K+].[K+].OO. Product: [C:31]([C:19]1[CH:18]=[C:17]([C:33]2[C:34]([CH3:39])=[N:35][O:36][C:37]=2[CH3:38])[CH:16]=[C:15]2[C:20]=1[C:21]1[CH:22]=[CH:23][C:24]([C:27]([O:29][CH3:30])=[O:28])=[CH:25][C:26]=1[N:14]2[CH:1]([C:8]1[CH:13]=[CH:12][CH:11]=[CH:10][CH:9]=1)[C:2]1[CH:3]=[CH:4][CH:5]=[CH:6][CH:7]=1)(=[O:41])[NH2:32]. The catalyst class is: 58.